This data is from Peptide-MHC class II binding affinity with 134,281 pairs from IEDB. The task is: Regression. Given a peptide amino acid sequence and an MHC pseudo amino acid sequence, predict their binding affinity value. This is MHC class II binding data. (1) The binding affinity (normalized) is 0.531. The MHC is HLA-DPA10301-DPB10402 with pseudo-sequence HLA-DPA10301-DPB10402. The peptide sequence is EKKYGAATQFEPLAA. (2) The peptide sequence is YDKFLANVITVLTGK. The MHC is DRB1_1001 with pseudo-sequence DRB1_1001. The binding affinity (normalized) is 0.819. (3) The binding affinity (normalized) is 0.685. The MHC is DRB1_0101 with pseudo-sequence DRB1_0101. The peptide sequence is LSSDSVCACGLFKQK. (4) The peptide sequence is LVGPTPINIIGRNLLTQIGC. The MHC is DRB4_0101 with pseudo-sequence DRB4_0103. The binding affinity (normalized) is 0.0577. (5) The peptide sequence is IGLQYLGYVIRDLAA. The MHC is DRB3_0101 with pseudo-sequence DRB3_0101. The binding affinity (normalized) is 0.396.